From a dataset of Reaction yield outcomes from USPTO patents with 853,638 reactions. Predict the reaction yield, written as a fraction of the theoretical maximum amount of product (1.0 means a 100% yield; for example, 0.34 means a 34% yield). (1) The reactants are [Li]CCCC.CCCCCC.Br[C:13]1[CH:14]=[C:15]([CH:19]2[O:23][CH2:22][CH2:21][O:20]2)[S:16][C:17]=1[CH3:18].[Cl:24][C:25]1[CH:26]=[C:27]([CH:30]=[CH:31][CH:32]=1)[CH:28]=[O:29]. The catalyst is C1COCC1. The product is [Cl:24][C:25]1[CH:26]=[C:27]([CH:28]([C:13]2[CH:14]=[C:15]([CH:19]3[O:23][CH2:22][CH2:21][O:20]3)[S:16][C:17]=2[CH3:18])[OH:29])[CH:30]=[CH:31][CH:32]=1. The yield is 0.680. (2) The reactants are C(OC([NH:8][C@@H:9]([CH2:14][C:15]1[CH:20]=[CH:19][C:18]([C:21]2[C:26](=[O:27])[N:25]([CH3:28])[C:24](=[O:29])[N:23]([CH3:30])[C:22]=2[CH3:31])=[CH:17][CH:16]=1)[C:10]([O:12][CH3:13])=[O:11])=O)(C)(C)C.Cl.ClCCl. The catalyst is ClCCl. The product is [NH2:8][C@@H:9]([CH2:14][C:15]1[CH:20]=[CH:19][C:18]([C:21]2[C:26](=[O:27])[N:25]([CH3:28])[C:24](=[O:29])[N:23]([CH3:30])[C:22]=2[CH3:31])=[CH:17][CH:16]=1)[C:10]([O:12][CH3:13])=[O:11]. The yield is 0.820. (3) The reactants are [CH3:1][N:2]([CH3:26])[C:3]([C:5]1[CH:6]=[C:7]([C:23](O)=[O:24])[C:8](=[O:22])[N:9]([C:12]2[CH:17]=[CH:16][CH:15]=[C:14]([C:18]([F:21])([F:20])[F:19])[CH:13]=2)[C:10]=1[CH3:11])=[O:4].CN(C(ON1N=NC2C=CC=NC1=2)=[N+](C)C)C.F[P-](F)(F)(F)(F)F.C1C=NC2N(O)N=NC=2C=1.CCN(C(C)C)C(C)C.[CH:70]1([CH2:76][NH2:77])[CH2:75][CH2:74][CH2:73][CH2:72][CH2:71]1. The catalyst is CN1C(=O)CCC1. The product is [CH:70]1([CH2:76][NH:77][C:23]([C:7]2[C:8](=[O:22])[N:9]([C:12]3[CH:17]=[CH:16][CH:15]=[C:14]([C:18]([F:19])([F:21])[F:20])[CH:13]=3)[C:10]([CH3:11])=[C:5]([C:3]([N:2]([CH3:26])[CH3:1])=[O:4])[CH:6]=2)=[O:24])[CH2:75][CH2:74][CH2:73][CH2:72][CH2:71]1. The yield is 0.580. (4) The reactants are [OH:1][CH2:2][CH2:3][CH2:4][N:5]1[C:14]2[CH:13]=[C:12]([C:15]([O:17]C)=[O:16])[CH:11]=[CH:10][C:9]=2[C:8]2[S:19][CH:20]=[CH:21][C:7]=2[C:6]1=[O:22].[Li+].[OH-].Cl. The catalyst is C1COCC1.CO.O. The product is [OH:1][CH2:2][CH2:3][CH2:4][N:5]1[C:14]2[CH:13]=[C:12]([C:15]([OH:17])=[O:16])[CH:11]=[CH:10][C:9]=2[C:8]2[S:19][CH:20]=[CH:21][C:7]=2[C:6]1=[O:22]. The yield is 0.220. (5) The product is [Si:18]([O:25][C@@H:26]1[C@H:30]([CH2:31][O:32][Si:33]([C:36]([CH3:39])([CH3:38])[CH3:37])([CH3:34])[CH3:35])[CH2:29][C@@H:28]([NH:40][C:2]2[N:10]=[CH:9][N:8]=[C:7]3[C:3]=2[N:4]=[C:5]([C:11]2[CH:16]=[CH:15][CH:14]=[C:13]([Cl:17])[CH:12]=2)[NH:6]3)[CH2:27]1)([C:21]([CH3:24])([CH3:23])[CH3:22])([CH3:20])[CH3:19]. The reactants are Cl[C:2]1[N:10]=[CH:9][N:8]=[C:7]2[C:3]=1[N:4]=[C:5]([C:11]1[CH:16]=[CH:15][CH:14]=[C:13]([Cl:17])[CH:12]=1)[NH:6]2.[Si:18]([O:25][C@@H:26]1[C@H:30]([CH2:31][O:32][Si:33]([C:36]([CH3:39])([CH3:38])[CH3:37])([CH3:35])[CH3:34])[CH2:29][C@@H:28]([NH2:40])[CH2:27]1)([C:21]([CH3:24])([CH3:23])[CH3:22])([CH3:20])[CH3:19].C(N(CC)C(C)C)(C)C. The yield is 0.760. The catalyst is C(O)C. (6) The reactants are [F:1][C:2]1[CH:7]=[CH:6][CH:5]=[CH:4][C:3]=1[C@@H:8]([N:20]1[CH2:25][CH2:24][CH2:23][CH2:22][CH2:21]1)[C:9]([O:11][C@H](C1C=CC=CC=1)C)=[O:10]. The catalyst is C(O)C.[OH-].[OH-].[Pd+2]. The product is [F:1][C:2]1[CH:7]=[CH:6][CH:5]=[CH:4][C:3]=1[C@@H:8]([N:20]1[CH2:25][CH2:24][CH2:23][CH2:22][CH2:21]1)[C:9]([OH:11])=[O:10]. The yield is 0.980. (7) The reactants are [CH3:1][O:2][CH2:3][CH2:4][N:5]1[CH2:15][CH:14]2[CH2:16][CH:7]([C:8]3[C:13]2=[CH:12][C:11]([NH2:17])=[CH:10][CH:9]=3)[CH2:6]1.Cl[C:19]1[N:24]=[C:23]([NH:25][C:26]2[CH:31]=[CH:30][CH:29]=[CH:28][C:27]=2[S:32]([NH:35][CH3:36])(=[O:34])=[O:33])[C:22]([Cl:37])=[CH:21][N:20]=1.Cl.O1CCOCC1.[Na]. The catalyst is O. The product is [Cl:37][C:22]1[C:23]([NH:25][C:26]2[CH:31]=[CH:30][CH:29]=[CH:28][C:27]=2[S:32]([NH:35][CH3:36])(=[O:34])=[O:33])=[N:24][C:19]([NH:17][C:11]2[CH:12]=[C:13]3[C:8](=[CH:9][CH:10]=2)[CH:7]2[CH2:16][CH:14]3[CH2:15][N:5]([CH2:4][CH2:3][O:2][CH3:1])[CH2:6]2)=[N:20][CH:21]=1. The yield is 0.430. (8) The reactants are O1CCCCC1[N:7]1[C:15]2[C:10](=[CH:11][C:12]([C:16]3[N:20]=[CH:19][N:18](C(C4C=CC=CC=4)(C4C=CC=CC=4)C4C=CC=CC=4)[N:17]=3)=[CH:13][CH:14]=2)[C:9]([C:40]2[CH:41]=[C:42]([CH:47]=[CH:48][CH:49]=2)[C:43]([O:45]C)=O)=[N:8]1.O.[OH-].[Li+].[CH:53]1([CH2:56][NH2:57])[CH2:55][CH2:54]1.O.ON1C2C=CC=CC=2N=N1.Cl.CN(C)CCCN=C=NCC. The catalyst is O1CCCC1.O1CCCC1.O. The product is [NH:17]1[C:16]([C:12]2[CH:11]=[C:10]3[C:15](=[CH:14][CH:13]=2)[NH:7][N:8]=[C:9]3[C:40]2[CH:41]=[C:42]([C:43]([NH:57][CH2:56][CH:53]3[CH2:55][CH2:54]3)=[O:45])[CH:47]=[CH:48][CH:49]=2)=[N:20][CH:19]=[N:18]1. The yield is 0.530. (9) The reactants are Br[C:2]1[S:6][C:5]2=[N:7][CH:8]=[C:9]([I:10])[N:4]2[N:3]=1.[CH3:11][N:12]([C:14]1[CH:15]=[C:16](B(O)O)[CH:17]=[CH:18][CH:19]=1)[CH3:13].C([O-])([O-])=O.[Cs+].[Cs+]. The catalyst is O1CCOCC1.O.C1C=CC([P]([Pd]([P](C2C=CC=CC=2)(C2C=CC=CC=2)C2C=CC=CC=2)([P](C2C=CC=CC=2)(C2C=CC=CC=2)C2C=CC=CC=2)[P](C2C=CC=CC=2)(C2C=CC=CC=2)C2C=CC=CC=2)(C2C=CC=CC=2)C2C=CC=CC=2)=CC=1. The product is [I:10][C:9]1[N:4]2[C:5]([S:6][C:2]([C:18]3[CH:19]=[C:14]([N:12]([CH3:13])[CH3:11])[CH:15]=[CH:16][CH:17]=3)=[N:3]2)=[N:7][CH:8]=1. The yield is 0.210.